From a dataset of Peptide-MHC class I binding affinity with 185,985 pairs from IEDB/IMGT. Regression. Given a peptide amino acid sequence and an MHC pseudo amino acid sequence, predict their binding affinity value. This is MHC class I binding data. The peptide sequence is DALATFTVNI. The MHC is HLA-A02:01 with pseudo-sequence HLA-A02:01. The binding affinity (normalized) is 0.521.